Dataset: Peptide-MHC class I binding affinity with 185,985 pairs from IEDB/IMGT. Task: Regression. Given a peptide amino acid sequence and an MHC pseudo amino acid sequence, predict their binding affinity value. This is MHC class I binding data. (1) The peptide sequence is WCSQTDYQYL. The MHC is HLA-A23:01 with pseudo-sequence HLA-A23:01. The binding affinity (normalized) is 0.142. (2) The peptide sequence is VDGFEPNGY. The MHC is Mamu-A11 with pseudo-sequence Mamu-A11. The binding affinity (normalized) is 0. (3) The peptide sequence is ATFRLECPY. The MHC is HLA-A68:02 with pseudo-sequence HLA-A68:02. The binding affinity (normalized) is 0.414. (4) The peptide sequence is KFNPMKTYI. The MHC is HLA-A26:01 with pseudo-sequence HLA-A26:01. The binding affinity (normalized) is 0.000303. (5) The peptide sequence is ATFEAVLAK. The MHC is HLA-B08:01 with pseudo-sequence HLA-B08:01. The binding affinity (normalized) is 0.0847. (6) The peptide sequence is VPPESVEAA. The MHC is HLA-A26:01 with pseudo-sequence HLA-A26:01. The binding affinity (normalized) is 0.0847. (7) The peptide sequence is DINESMSQMV. The MHC is HLA-A02:06 with pseudo-sequence HLA-A02:06. The binding affinity (normalized) is 0.230. (8) The binding affinity (normalized) is 0.472. The MHC is HLA-B57:01 with pseudo-sequence HLA-B57:01. The peptide sequence is RVFPGDHFY. (9) The peptide sequence is YECLYRNRDV. The MHC is HLA-B44:02 with pseudo-sequence HLA-B44:02. The binding affinity (normalized) is 0.203.